This data is from Reaction yield outcomes from USPTO patents with 853,638 reactions. The task is: Predict the reaction yield, written as a fraction of the theoretical maximum amount of product (1.0 means a 100% yield; for example, 0.34 means a 34% yield). (1) The reactants are C(OCC)C.Br[C:7]1[CH:12]=[CH:11][C:10]([CH:13]2[CH2:18][CH2:17][CH2:16][CH2:15][CH2:14]2)=[CH:9][CH:8]=1.Br[C:20]1[CH:25]=[C:24]([CH3:26])[CH:23]=[CH:22][N:21]=1. The catalyst is Cl[Ni]1(Cl)[P](C2C=CC=CC=2)(C2C=CC=CC=2)CCC[P]1(C1C=CC=CC=1)C1C=CC=CC=1.O. The product is [CH:13]1([C:10]2[CH:11]=[CH:12][C:7]([C:20]3[CH:25]=[C:24]([CH3:26])[CH:23]=[CH:22][N:21]=3)=[CH:8][CH:9]=2)[CH2:18][CH2:17][CH2:16][CH2:15][CH2:14]1. The yield is 0.380. (2) The product is [Br:27][CH2:18][C:13]1[C:12]([Cl:19])=[C:11]([O:10][C:8]2[CH:7]=[C:4]([CH:3]=[C:2]([Cl:1])[CH:9]=2)[C:5]#[N:6])[C:16]([F:17])=[CH:15][CH:14]=1. The catalyst is C(Cl)(Cl)(Cl)Cl. The yield is 0.610. The reactants are [Cl:1][C:2]1[CH:3]=[C:4]([CH:7]=[C:8]([O:10][C:11]2[C:16]([F:17])=[CH:15][CH:14]=[C:13]([CH3:18])[C:12]=2[Cl:19])[CH:9]=1)[C:5]#[N:6].C1C(=O)N([Br:27])C(=O)C1. (3) The reactants are C[N+]1([O-])CC[O:5]CC1.[C:9]1(/[CH:15]=[CH:16]/[C:17]2[CH:22]=[CH:21][CH:20]=[CH:19][CH:18]=2)[CH:14]=[CH:13][CH:12]=[CH:11][CH:10]=1.[OH2:23].CC(C)=O.C(#N)C. The catalyst is O=[Os](=O)(=O)=O. The product is [C:9]1([CH:15]([OH:5])[CH:16]([C:17]2[CH:18]=[CH:19][CH:20]=[CH:21][CH:22]=2)[OH:23])[CH:14]=[CH:13][CH:12]=[CH:11][CH:10]=1. The yield is 0.930. (4) The reactants are C[O:2][C:3]([C:5]1[C:6]([C:24]2[CH:29]=[CH:28][C:27]([C:30](O)=[O:31])=[CH:26][CH:25]=2)=[CH:7][CH:8]=[C:9]([C:11]2[S:12][CH:13]=[C:14]([C:16]3[CH:21]=[CH:20][C:19]([Cl:22])=[C:18]([Cl:23])[CH:17]=3)[N:15]=2)[CH:10]=1)=[O:4].[NH2:33][CH2:34][C:35]1[CH:40]=[CH:39][N:38]=[CH:37][CH:36]=1. No catalyst specified. The product is [Cl:23][C:18]1[CH:17]=[C:16]([C:14]2[N:15]=[C:11]([C:9]3[CH:10]=[C:5]([C:3]([OH:2])=[O:4])[C:6]([C:24]4[CH:25]=[CH:26][C:27]([C:30](=[O:31])[NH:33][CH2:34][C:35]5[CH:40]=[CH:39][N:38]=[CH:37][CH:36]=5)=[CH:28][CH:29]=4)=[CH:7][CH:8]=3)[S:12][CH:13]=2)[CH:21]=[CH:20][C:19]=1[Cl:22]. The yield is 0.680. (5) The reactants are [OH:1][C:2]1[CH:14]=[C:13]2[C:5]([C:6]3[C:7]([C:18]4[CH:23]=[CH:22][CH:21]=[C:20]([N:24]5[CH2:32][C:31]6[C:26](=[CH:27][C:28]([CH3:33])=[CH:29][CH:30]=6)[C:25]5=[O:34])[C:19]=4[CH3:35])=[CH:8][CH:9]=[C:10]([C:15]([NH2:17])=[O:16])[C:11]=3[NH:12]2)=[CH:4][CH:3]=1.[C:36](=[O:39])([O-])[O-].[K+].[K+].Br[CH2:43][CH:44]1[CH2:46][O:45]1. The catalyst is CN(C=O)C. The product is [OH:45][CH:44]([CH2:46][O:39][CH3:36])[CH2:43][O:1][C:2]1[CH:14]=[C:13]2[C:5]([C:6]3[C:7]([C:18]4[CH:23]=[CH:22][CH:21]=[C:20]([N:24]5[CH2:32][C:31]6[C:26](=[CH:27][C:28]([CH3:33])=[CH:29][CH:30]=6)[C:25]5=[O:34])[C:19]=4[CH3:35])=[CH:8][CH:9]=[C:10]([C:15]([NH2:17])=[O:16])[C:11]=3[NH:12]2)=[CH:4][CH:3]=1. The yield is 0.130. (6) The reactants are [Cl:1][C:2]1[CH:3]=[C:4]([CH:21]=[C:22]([Cl:24])[CH:23]=1)[C:5]([N:7]([CH2:9][C@H:10]([C:14]1[CH:19]=[CH:18][C:17]([F:20])=[CH:16][CH:15]=1)[CH2:11][CH:12]=C)[CH3:8])=[O:6].C[N+]1([O-])CC[O:29]CC1.OS([O-])=O.[Na+].I([O-])(=O)(=O)=O.[Na+]. The catalyst is CC(C)=O.C(O)(C)(C)C.O.O=[Os](=O)(=O)=O. The product is [Cl:1][C:2]1[CH:3]=[C:4]([CH:21]=[C:22]([Cl:24])[CH:23]=1)[C:5]([N:7]([CH2:9][C@H:10]([C:14]1[CH:19]=[CH:18][C:17]([F:20])=[CH:16][CH:15]=1)[CH2:11][CH:12]=[O:29])[CH3:8])=[O:6]. The yield is 0.690.